From a dataset of Full USPTO retrosynthesis dataset with 1.9M reactions from patents (1976-2016). Predict the reactants needed to synthesize the given product. Given the product [CH3:41][C:39](=[CH2:40])[C:38]([O:1][CH2:2][CH2:3][CH2:4][CH2:5][CH2:6][CH2:7][CH2:8][CH2:9][O:10][C:11]1[CH:16]=[CH:15][C:14](/[C:17](/[C:18]#[N:19])=[CH:20]/[C:21]2[CH:26]=[CH:25][C:24]([C:27]([F:28])([F:29])[F:30])=[CH:23][CH:22]=2)=[CH:13][CH:12]=1)=[O:42], predict the reactants needed to synthesize it. The reactants are: [OH:1][CH2:2][CH2:3][CH2:4][CH2:5][CH2:6][CH2:7][CH2:8][CH2:9][O:10][C:11]1[CH:16]=[CH:15][C:14](/[C:17](=[CH:20]/[C:21]2[CH:26]=[CH:25][C:24]([C:27]([F:30])([F:29])[F:28])=[CH:23][CH:22]=2)/[C:18]#[N:19])=[CH:13][CH:12]=1.C(N(CC)CC)C.[C:38](O[C:38](=[O:42])[C:39]([CH3:41])=[CH2:40])(=[O:42])[C:39]([CH3:41])=[CH2:40].O.